Dataset: Full USPTO retrosynthesis dataset with 1.9M reactions from patents (1976-2016). Task: Predict the reactants needed to synthesize the given product. (1) Given the product [C:1]([C:5]1[CH:10]=[C:9]([C:11]([CH3:13])([CH3:12])[C:14]([NH2:15])=[O:33])[CH:8]=[C:7]([C:16]2[N:20]([CH2:21][CH:22]3[CH2:23][CH2:24][CH2:25][CH2:26][CH2:27]3)[C:19]([CH3:28])=[C:18]([S:29](=[O:31])(=[O:30])[NH2:32])[CH:17]=2)[CH:6]=1)([CH3:2])([CH3:3])[CH3:4], predict the reactants needed to synthesize it. The reactants are: [C:1]([C:5]1[CH:6]=[C:7]([C:16]2[N:20]([CH2:21][CH:22]3[CH2:27][CH2:26][CH2:25][CH2:24][CH2:23]3)[C:19]([CH3:28])=[C:18]([S:29]([NH2:32])(=[O:31])=[O:30])[CH:17]=2)[CH:8]=[C:9]([C:11]([C:14]#[N:15])([CH3:13])[CH3:12])[CH:10]=1)([CH3:4])([CH3:3])[CH3:2].[OH-:33].[Na+]. (2) Given the product [F:32][C:33]1[CH:34]=[C:35]([C:39]2[C:40]3[N:46]=[C:1]([C:3]4[C:11]5[C:6](=[N:7][CH:8]=[C:9]([C:12]6[CH:13]=[C:14]([NH:18][C:19](=[O:24])[C:20]([CH3:22])([CH3:21])[CH3:23])[CH:15]=[N:16][CH:17]=6)[CH:10]=5)[NH:5][N:4]=4)[NH:45][C:41]=3[CH:42]=[N:43][CH:44]=2)[CH:36]=[CH:37][CH:38]=1, predict the reactants needed to synthesize it. The reactants are: [CH:1]([C:3]1[C:11]2[C:6](=[N:7][CH:8]=[C:9]([C:12]3[CH:13]=[C:14]([NH:18][C:19](=[O:24])[C:20]([CH3:23])([CH3:22])[CH3:21])[CH:15]=[N:16][CH:17]=3)[CH:10]=2)[N:5](C2CCCCO2)[N:4]=1)=O.[S].[F:32][C:33]1[CH:34]=[C:35]([C:39]2[C:40]([NH2:46])=[C:41]([NH2:45])[CH:42]=[N:43][CH:44]=2)[CH:36]=[CH:37][CH:38]=1.C([SiH](CC)CC)C.C(O)(C(F)(F)F)=O.